From a dataset of Full USPTO retrosynthesis dataset with 1.9M reactions from patents (1976-2016). Predict the reactants needed to synthesize the given product. (1) The reactants are: [CH:1](NC(C)C)([CH3:3])[CH3:2].[Li].C([Li])CCC.C(NC(C)C)(C)C.[CH3:21][C:22]1[CH:27]=[N:26][CH:25]=[CH:24][N:23]=1.C(Br)C=C.[Cl-].[NH4+]. Given the product [N:23]1[CH:24]=[CH:25][N:26]=[CH:27][C:22]=1[CH2:21][CH2:3][CH:1]=[CH2:2], predict the reactants needed to synthesize it. (2) The reactants are: CCN(C(C)C)C(C)C.[CH2:10]([O:14][C:15]1[CH:16]=[C:17]([CH:21]([F:24])[CH2:22][NH2:23])[CH:18]=[CH:19][CH:20]=1)[CH2:11][CH2:12][CH3:13].[CH3:25][C:26]([O:29][C:30](O[C:30]([O:29][C:26]([CH3:28])([CH3:27])[CH3:25])=[O:31])=[O:31])([CH3:28])[CH3:27].C(Cl)Cl. Given the product [CH2:10]([O:14][C:15]1[CH:16]=[C:17]([CH:21]([F:24])[CH2:22][NH:23][C:30](=[O:31])[O:29][C:26]([CH3:28])([CH3:27])[CH3:25])[CH:18]=[CH:19][CH:20]=1)[CH2:11][CH2:12][CH3:13], predict the reactants needed to synthesize it.